From a dataset of Reaction yield outcomes from USPTO patents with 853,638 reactions. Predict the reaction yield, written as a fraction of the theoretical maximum amount of product (1.0 means a 100% yield; for example, 0.34 means a 34% yield). (1) The reactants are O.[NH2:2][NH2:3].[CH2:4]([O:6][C:7](=[O:21])[C:8](=O)[CH2:9][C:10](=O)[CH2:11][O:12][C:13]1[CH:18]=[CH:17][CH:16]=[CH:15][CH:14]=1)[CH3:5]. The catalyst is CCO. The product is [O:12]([CH2:11][C:10]1[CH:9]=[C:8]([C:7]([O:6][CH2:4][CH3:5])=[O:21])[NH:3][N:2]=1)[C:13]1[CH:18]=[CH:17][CH:16]=[CH:15][CH:14]=1. The yield is 0.980. (2) The reactants are [CH2:1]([O:8][C:9]([NH:11][CH:12]([C:18]([O:20][CH2:21][CH3:22])=[O:19])[C:13]([O:15][CH2:16][CH3:17])=[O:14])=[O:10])[C:2]1[CH:7]=[CH:6][CH:5]=[CH:4][CH:3]=1.C(=O)([O-])[O-].[K+].[K+].[I-].[K+].Cl[CH2:32][C:33]([O:35][CH2:36][CH3:37])=[O:34].Cl. The catalyst is CN(C=O)C. The product is [CH2:1]([O:8][C:9]([NH:11][C:12]([C:13]([O:15][CH2:16][CH3:17])=[O:14])([CH2:32][C:33]([O:35][CH2:36][CH3:37])=[O:34])[C:18]([O:20][CH2:21][CH3:22])=[O:19])=[O:10])[C:2]1[CH:3]=[CH:4][CH:5]=[CH:6][CH:7]=1. The yield is 0.860.